Dataset: Reaction yield outcomes from USPTO patents with 853,638 reactions. Task: Predict the reaction yield, written as a fraction of the theoretical maximum amount of product (1.0 means a 100% yield; for example, 0.34 means a 34% yield). (1) The reactants are C([N:8]1[CH2:13][CH2:12][N:11]([C:14]2[CH:21]=[CH:20][C:17]([C:18]#[N:19])=[C:16]([Cl:22])[CH:15]=2)[C:10]([CH3:24])([CH3:23])[CH2:9]1)C1C=CC=CC=1.ClC(OC(Cl)C)=O. The catalyst is ClCCCl. The product is [Cl:22][C:16]1[CH:15]=[C:14]([N:11]2[CH2:12][CH2:13][NH:8][CH2:9][C:10]2([CH3:24])[CH3:23])[CH:21]=[CH:20][C:17]=1[C:18]#[N:19]. The yield is 0.950. (2) The reactants are [NH:1]1[CH2:6][CH2:5][O:4][CH2:3][CH2:2]1.[CH3:7][O:8][C:9]1[CH:14]=[CH:13][C:12]([N:15]2[CH2:20][CH2:19][N:18]([C:21]3[C:22]([CH3:35])=[C:23]([CH3:34])[C:24]4[O:28][C:27]([CH3:30])([CH3:29])[CH:26](O)[C:25]=4[C:32]=3[CH3:33])[CH2:17][CH2:16]2)=[CH:11][CH:10]=1. The product is [CH3:7][O:8][C:9]1[CH:10]=[CH:11][C:12]([N:15]2[CH2:20][CH2:19][N:18]([C:21]3[C:22]([CH3:35])=[C:23]([CH3:34])[C:24]4[O:28][C:27]([CH3:29])([CH3:30])[CH:26]([N:1]5[CH2:6][CH2:5][O:4][CH2:3][CH2:2]5)[C:25]=4[C:32]=3[CH3:33])[CH2:17][CH2:16]2)=[CH:13][CH:14]=1. The catalyst is C(O)C. The yield is 0.800.